From a dataset of NCI-60 drug combinations with 297,098 pairs across 59 cell lines. Regression. Given two drug SMILES strings and cell line genomic features, predict the synergy score measuring deviation from expected non-interaction effect. (1) Drug 1: COC1=C(C=C2C(=C1)N=CN=C2NC3=CC(=C(C=C3)F)Cl)OCCCN4CCOCC4. Drug 2: C1=NC2=C(N1)C(=S)N=C(N2)N. Cell line: HL-60(TB). Synergy scores: CSS=55.4, Synergy_ZIP=3.96, Synergy_Bliss=6.04, Synergy_Loewe=-7.64, Synergy_HSA=4.95. (2) Drug 1: CC=C1C(=O)NC(C(=O)OC2CC(=O)NC(C(=O)NC(CSSCCC=C2)C(=O)N1)C(C)C)C(C)C. Drug 2: CNC(=O)C1=NC=CC(=C1)OC2=CC=C(C=C2)NC(=O)NC3=CC(=C(C=C3)Cl)C(F)(F)F. Cell line: SF-539. Synergy scores: CSS=57.5, Synergy_ZIP=1.15, Synergy_Bliss=2.80, Synergy_Loewe=-68.6, Synergy_HSA=0.735. (3) Drug 1: C(CC(=O)O)C(=O)CN.Cl. Drug 2: CC1=C(C(=O)C2=C(C1=O)N3CC4C(C3(C2COC(=O)N)OC)N4)N. Cell line: HCT-15. Synergy scores: CSS=32.2, Synergy_ZIP=-12.4, Synergy_Bliss=-11.5, Synergy_Loewe=-28.3, Synergy_HSA=-8.04. (4) Drug 1: CNC(=O)C1=CC=CC=C1SC2=CC3=C(C=C2)C(=NN3)C=CC4=CC=CC=N4. Drug 2: CN1C(=O)N2C=NC(=C2N=N1)C(=O)N. Cell line: NCI-H322M. Synergy scores: CSS=-11.0, Synergy_ZIP=2.91, Synergy_Bliss=-5.99, Synergy_Loewe=-13.1, Synergy_HSA=-12.8. (5) Drug 1: COC1=CC(=CC(=C1O)OC)C2C3C(COC3=O)C(C4=CC5=C(C=C24)OCO5)OC6C(C(C7C(O6)COC(O7)C8=CC=CS8)O)O. Drug 2: C1C(C(OC1N2C=NC(=NC2=O)N)CO)O. Cell line: SN12C. Synergy scores: CSS=32.5, Synergy_ZIP=-11.2, Synergy_Bliss=-6.61, Synergy_Loewe=-16.4, Synergy_HSA=-6.01. (6) Drug 1: C1CN1C2=NC(=NC(=N2)N3CC3)N4CC4. Drug 2: CC(C)(C#N)C1=CC(=CC(=C1)CN2C=NC=N2)C(C)(C)C#N. Cell line: MDA-MB-231. Synergy scores: CSS=19.5, Synergy_ZIP=-7.42, Synergy_Bliss=-4.44, Synergy_Loewe=-4.83, Synergy_HSA=-4.35. (7) Drug 1: CC12CCC3C(C1CCC2=O)CC(=C)C4=CC(=O)C=CC34C. Drug 2: C1=NC2=C(N=C(N=C2N1C3C(C(C(O3)CO)O)F)Cl)N. Cell line: NCI-H522. Synergy scores: CSS=20.6, Synergy_ZIP=-6.94, Synergy_Bliss=-2.02, Synergy_Loewe=-7.64, Synergy_HSA=-0.00619.